This data is from Reaction yield outcomes from USPTO patents with 853,638 reactions. The task is: Predict the reaction yield, written as a fraction of the theoretical maximum amount of product (1.0 means a 100% yield; for example, 0.34 means a 34% yield). (1) The reactants are C([O:3][C:4](=[O:28])[CH2:5][CH2:6][C:7]1[CH:12]=[CH:11][C:10]([C:13]2[NH:22][C:21](=[O:23])[C:20]3[C:15](=[CH:16][C:17]([O:26][CH3:27])=[CH:18][C:19]=3[O:24][CH3:25])[N:14]=2)=[CH:9][CH:8]=1)C.C1COCC1.CO.[OH-].[K+]. The catalyst is O. The product is [CH3:25][O:24][C:19]1[CH:18]=[C:17]([O:26][CH3:27])[CH:16]=[C:15]2[C:20]=1[C:21](=[O:23])[NH:22][C:13]([C:10]1[CH:9]=[CH:8][C:7]([CH2:6][CH2:5][C:4]([OH:28])=[O:3])=[CH:12][CH:11]=1)=[N:14]2. The yield is 0.510. (2) The reactants are [C:1]([C:4]1[CH:5]=[C:6]([CH:17]=[CH:18][CH:19]=1)[O:7][C:8]1[CH:13]=[CH:12][C:11]([N+:14]([O-])=O)=[CH:10][CH:9]=1)([OH:3])=[O:2]. The catalyst is CO.[Pd]. The product is [C:1]([C:4]1[CH:5]=[C:6]([CH:17]=[CH:18][CH:19]=1)[O:7][C:8]1[CH:13]=[CH:12][C:11]([NH2:14])=[CH:10][CH:9]=1)([OH:3])=[O:2]. The yield is 0.480. (3) The reactants are [Cl:1][C:2]1[CH:3]=[C:4]([N:10]2[CH:22]([CH:23]3[CH2:27][CH2:26][CH2:25][CH2:24]3)[CH:21]3[C:12]([C:13]4[CH:14]=[CH:15][C:16]([C:28]([OH:30])=O)=[N:17][C:18]=4[CH2:19][CH2:20]3)=[N:11]2)[CH:5]=[CH:6][C:7]=1[C:8]#[N:9].[OH:31][C@H:32]1[CH2:36][CH2:35][NH:34][CH2:33]1.CCN(C(C)C)C(C)C.CN(C(ON1N=NC2C=CC=NC1=2)=[N+](C)C)C.F[P-](F)(F)(F)(F)F. The catalyst is ClCCl.CN(C=O)C. The product is [Cl:1][C:2]1[CH:3]=[C:4]([N:10]2[CH:22]([CH:23]3[CH2:27][CH2:26][CH2:25][CH2:24]3)[CH:21]3[C:12]([C:13]4[CH:14]=[CH:15][C:16]([C:28]([N:34]5[CH2:35][CH2:36][C@H:32]([OH:31])[CH2:33]5)=[O:30])=[N:17][C:18]=4[CH2:19][CH2:20]3)=[N:11]2)[CH:5]=[CH:6][C:7]=1[C:8]#[N:9]. The yield is 0.449. (4) The reactants are Br[C:2]1[C:10]2[C:9]([NH:11][C@H:12]([C:14]3[N:19]([C:20]4[CH:25]=[CH:24][CH:23]=[CH:22][CH:21]=4)[C:18](=[O:26])[C:17]4=[C:27]([CH3:30])[CH:28]=[CH:29][N:16]4[N:15]=3)[CH3:13])=[N:8][CH:7]=[N:6][C:5]=2[N:4]([CH2:31][O:32][CH2:33][CH2:34][Si:35]([CH3:38])([CH3:37])[CH3:36])[CH:3]=1.[F:39][C:40]1[CH:41]=[C:42]([NH:55][S:56]([CH2:59][CH2:60][O:61][CH3:62])(=[O:58])=[O:57])[CH:43]=[C:44](B2OC(C)(C)C(C)(C)O2)[CH:45]=1.C(=O)([O-])[O-].[Na+].[Na+]. The catalyst is COCCOC.O. The product is [F:39][C:40]1[CH:41]=[C:42]([NH:55][S:56]([CH2:59][CH2:60][O:61][CH3:62])(=[O:57])=[O:58])[CH:43]=[C:44]([C:2]2[C:10]3[C:9]([NH:11][C@H:12]([C:14]4[N:19]([C:20]5[CH:25]=[CH:24][CH:23]=[CH:22][CH:21]=5)[C:18](=[O:26])[C:17]5=[C:27]([CH3:30])[CH:28]=[CH:29][N:16]5[N:15]=4)[CH3:13])=[N:8][CH:7]=[N:6][C:5]=3[N:4]([CH2:31][O:32][CH2:33][CH2:34][Si:35]([CH3:38])([CH3:37])[CH3:36])[CH:3]=2)[CH:45]=1. The yield is 0.690. (5) The reactants are Cl.C([O:5][C@H:6]([CH2:21][NH:22][C:23]([C:26]1[CH:31]=[CH:30][CH:29]=[C:28]([Br:32])[CH:27]=1)([CH3:25])[CH3:24])[C@@H:7]([NH:17][C:18](=[O:20])[CH3:19])[CH2:8][C:9]1[CH:14]=[C:13]([F:15])[CH:12]=[C:11]([F:16])[CH:10]=1)(=O)C.[OH-].[Na+]. The catalyst is CO. The product is [Br:32][C:28]1[CH:27]=[C:26]([C:23]([NH:22][CH2:21][C@@H:6]([OH:5])[C@@H:7]([NH:17][C:18](=[O:20])[CH3:19])[CH2:8][C:9]2[CH:10]=[C:11]([F:16])[CH:12]=[C:13]([F:15])[CH:14]=2)([CH3:25])[CH3:24])[CH:31]=[CH:30][CH:29]=1. The yield is 0.680. (6) The reactants are [F:1][C:2]1[CH:7]=[CH:6][C:5]([C:8]2[NH:9][C:10]([C:13]([OH:15])=[O:14])=[CH:11][N:12]=2)=[CH:4][CH:3]=1.S(Cl)(Cl)=O.[CH3:20]O. No catalyst specified. The product is [F:1][C:2]1[CH:3]=[CH:4][C:5]([C:8]2[NH:9][C:10]([C:13]([O:15][CH3:20])=[O:14])=[CH:11][N:12]=2)=[CH:6][CH:7]=1. The yield is 0.620.